Dataset: Forward reaction prediction with 1.9M reactions from USPTO patents (1976-2016). Task: Predict the product of the given reaction. (1) Given the reactants I[C:2]1[C:7]([O:8][CH2:9][C:10]([CH3:12])=[CH2:11])=[CH:6][CH:5]=[CH:4][C:3]=1[O:13][CH3:14].C([SnH](CCCC)CCCC)CCC.O, predict the reaction product. The product is: [CH3:11][C:10]1([CH3:12])[C:2]2[C:3]([O:13][CH3:14])=[CH:4][CH:5]=[CH:6][C:7]=2[O:8][CH2:9]1. (2) Given the reactants [NH2:1][C:2]1[CH:7]=[C:6]([O:8][CH3:9])[N:5]=[CH:4][N:3]=1.CS[C:12]1[S:13]/[C:14](=[CH:18]\[C:19]2[CH:20]=[C:21]3[C:26](=[CH:27][CH:28]=2)[N:25]=[CH:24][CH:23]=[CH:22]3)/[C:15](=[O:17])[N:16]=1, predict the reaction product. The product is: [CH3:9][O:8][C:6]1[N:5]=[CH:4][N:3]=[C:2]([NH:1][C:12]2[S:13]/[C:14](=[CH:18]\[C:19]3[CH:20]=[C:21]4[C:26](=[CH:27][CH:28]=3)[N:25]=[CH:24][CH:23]=[CH:22]4)/[C:15](=[O:17])[N:16]=2)[CH:7]=1. (3) Given the reactants CC([O-])(C)C.[K+].C1COCC1.C(OC(=O)[CH2:16][CH2:17][C:18]1[N:27]([CH2:28][C:29]([O:31]C(C)(C)C)=O)[C:21]2=[N:22][C:23]([Cl:26])=[CH:24][CH:25]=[C:20]2[CH:19]=1)C, predict the reaction product. The product is: [Cl:26][C:23]1[CH:24]=[CH:25][C:20]2[CH:19]=[C:18]3[N:27]([C:21]=2[N:22]=1)[CH2:28][C:29](=[O:31])[CH2:16][CH2:17]3.